Binary Classification. Given a drug SMILES string, predict its activity (active/inactive) in a high-throughput screening assay against a specified biological target. From a dataset of Cav3 T-type calcium channel HTS with 100,875 compounds. (1) The compound is Clc1c(C(=O)N2CCN(CC2)c2ncccc2)cccc1Cl. The result is 0 (inactive). (2) The drug is Clc1cc(N(S(=O)(=O)C)CC(=O)NCc2ccncc2)ccc1Cl. The result is 0 (inactive). (3) The compound is Brc1cc(F)c(NS(=O)(=O)N(C)C)cc1. The result is 0 (inactive). (4) The molecule is S(CC(=O)c1c(n(c(c1)C)C)C)Cc1nc(Nc2c(CC)cccc2)nc(n1)N. The result is 0 (inactive).